Dataset: Catalyst prediction with 721,799 reactions and 888 catalyst types from USPTO. Task: Predict which catalyst facilitates the given reaction. The catalyst class is: 550. Reactant: CS(O[CH:6]([C:16]1[C:21]([F:22])=[C:20]([Cl:23])[CH:19]=[C:18]([C:24](=[O:26])[CH3:25])[C:17]=1[O:27][CH2:28][CH3:29])[CH2:7][O:8][Si:9]([C:12]([CH3:15])([CH3:14])[CH3:13])([CH3:11])[CH3:10])(=O)=O.[N-:30]=[N+:31]=[N-:32].[Na+]. Product: [N:30]([CH:6]([C:16]1[C:17]([O:27][CH2:28][CH3:29])=[C:18]([C:24](=[O:26])[CH3:25])[CH:19]=[C:20]([Cl:23])[C:21]=1[F:22])[CH2:7][O:8][Si:9]([C:12]([CH3:15])([CH3:14])[CH3:13])([CH3:11])[CH3:10])=[N+:31]=[N-:32].